From a dataset of Catalyst prediction with 721,799 reactions and 888 catalyst types from USPTO. Predict which catalyst facilitates the given reaction. (1) Reactant: [Si:1]([O:8][CH2:9][CH2:10][C@@H:11]([OH:13])[CH3:12])([C:4]([CH3:7])([CH3:6])[CH3:5])([CH3:3])[CH3:2].[N:14]([C:17]1[CH:22]=[CH:21][C:20]([B:23]2[O:27][C:26]([CH3:29])([CH3:28])[C:25]([CH3:31])([CH3:30])[O:24]2)=[CH:19][C:18]=1[O:32][CH3:33])=[C:15]=[O:16]. Product: [CH3:33][O:32][C:18]1[CH:19]=[C:20]([B:23]2[O:27][C:26]([CH3:28])([CH3:29])[C:25]([CH3:30])([CH3:31])[O:24]2)[CH:21]=[CH:22][C:17]=1[NH:14][C:15](=[O:16])[O:13][C@H:11]([CH2:10][CH2:9][O:8][Si:1]([C:4]([CH3:7])([CH3:6])[CH3:5])([CH3:3])[CH3:2])[CH3:12]. The catalyst class is: 112. (2) Reactant: [I:1][C:2]1[CH:7]=[CH:6][C:5](/[C:8](/[C:12]2[CH:13]=[N:14][C:15]([C:18]3[CH:23]=[CH:22][CH:21]=[CH:20][CH:19]=3)=[CH:16][CH:17]=2)=[CH:9]\[CH2:10][OH:11])=[CH:4][CH:3]=1.[CH3:24][C:25]1[CH:35]=[C:34](OC/C=C(/C2C=CC(C#CCN3CCOCC3)=CC=2)\C2C=CC=CC=2)[CH:33]=[CH:32][C:26]=1[O:27][CH2:28][C:29]([OH:31])=[O:30].[C:61]1(P(C2C=CC=CC=2)C2C=CC=CC=2)C=CC=CC=1.N(C(OC(C)C)=O)=NC(OC(C)C)=O. The catalyst class is: 359. Product: [I:1][C:2]1[CH:7]=[CH:6][C:5](/[C:8](/[C:12]2[CH:13]=[N:14][C:15]([C:18]3[CH:23]=[CH:22][CH:21]=[CH:20][CH:19]=3)=[CH:16][CH:17]=2)=[CH:9]\[CH2:10][O:11][C:34]2[CH:33]=[CH:32][C:26]([O:27][CH2:28][C:29]([O:31][CH3:61])=[O:30])=[C:25]([CH3:24])[CH:35]=2)=[CH:4][CH:3]=1.